Dataset: Forward reaction prediction with 1.9M reactions from USPTO patents (1976-2016). Task: Predict the product of the given reaction. The product is: [N:1]1([CH2:13][C:14]2[CH:15]=[C:16]([CH:17]=[CH:18][CH:19]=2)[CH2:20][N:1]2[C:5]3[CH:6]=[CH:7][CH:8]=[CH:9][C:4]=3[N:3]=[CH:2]2)[C:5]2[CH:6]=[CH:7][CH:8]=[CH:9][C:4]=2[N:3]=[CH:2]1. Given the reactants [N:1]1[C:5]2[CH:6]=[CH:7][CH:8]=[CH:9][C:4]=2[NH:3][CH:2]=1.[OH-].[K+].Br[CH2:13][C:14]1[CH:19]=[CH:18][CH:17]=[C:16]([CH2:20]Br)[CH:15]=1, predict the reaction product.